Dataset: Full USPTO retrosynthesis dataset with 1.9M reactions from patents (1976-2016). Task: Predict the reactants needed to synthesize the given product. (1) Given the product [N:1]1[CH:6]=[CH:5][CH:4]=[N:3][C:2]=1[C:7]1[CH:14]=[CH:13][C:10](/[CH:11]=[CH:21]/[CH:17]=[O:16])=[CH:9][CH:8]=1, predict the reactants needed to synthesize it. The reactants are: [N:1]1[CH:6]=[CH:5][CH:4]=[N:3][C:2]=1[C:7]1[CH:14]=[CH:13][C:10]([CH:11]=O)=[CH:9][CH:8]=1.[Br-].[O:16]1CCO[CH:17]1[CH2:21][P+](C1C=CC=CC=1)(C1C=CC=CC=1)C1C=CC=CC=1.COCCOCCN(CCOCCOC)CCOCCOC. (2) Given the product [Cl:20][C:2]1[CH:7]=[CH:6][N:5]2[C:8]([C:11]3[CH:16]=[CH:15][CH:14]=[CH:13][CH:12]=3)=[CH:9][N:10]=[C:4]2[C:3]=1[C:17]#[N:18], predict the reactants needed to synthesize it. The reactants are: O[C:2]1[CH:7]=[CH:6][N:5]2[C:8]([C:11]3[CH:16]=[CH:15][CH:14]=[CH:13][CH:12]=3)=[CH:9][N:10]=[C:4]2[C:3]=1[C:17]#[N:18].O(Cl)[Cl:20].[P+5].C([O-])(O)=O.[Na+].P(Cl)(Cl)(Cl)=O. (3) Given the product [C:1]([O:5][C:6]([NH:8][C@@H:9]1[C@H:14]([NH:15][C:16]2[N:21]=[C:20](/[CH:41]=[CH:40]/[C:39]3[CH:45]=[CH:46][C:36]([F:35])=[CH:37][CH:38]=3)[C:19]3[C:23](=[O:33])[N:24]([C:26]([O:28][C:29]([CH3:32])([CH3:31])[CH3:30])=[O:27])[CH2:25][C:18]=3[C:17]=2[F:34])[CH2:13][CH2:12][O:11][CH2:10]1)=[O:7])([CH3:4])([CH3:3])[CH3:2], predict the reactants needed to synthesize it. The reactants are: [C:1]([O:5][C:6]([NH:8][C@@H:9]1[C@H:14]([NH:15][C:16]2[N:21]=[C:20](Cl)[C:19]3[C:23](=[O:33])[N:24]([C:26]([O:28][C:29]([CH3:32])([CH3:31])[CH3:30])=[O:27])[CH2:25][C:18]=3[C:17]=2[F:34])[CH2:13][CH2:12][O:11][CH2:10]1)=[O:7])([CH3:4])([CH3:3])[CH3:2].[F:35][C:36]1[CH:46]=[CH:45][C:39](/[CH:40]=[CH:41]/B(O)O)=[CH:38][CH:37]=1.C(=O)([O-])[O-].[Na+].[Na+]. (4) Given the product [Cl:1][C:2]1[CH:3]=[C:4]([CH2:9][CH2:10][CH2:11][CH:12]=[O:13])[CH:5]=[CH:6][C:7]=1[Cl:8], predict the reactants needed to synthesize it. The reactants are: [Cl:1][C:2]1[CH:3]=[C:4]([CH2:9][CH2:10][CH2:11][CH2:12][OH:13])[CH:5]=[CH:6][C:7]=1[Cl:8].[Cr](Cl)([O-])(=O)=O.[NH+]1C=CC=CC=1. (5) Given the product [Cl:38][C:20]1[CH:21]=[C:22]([NH:23][S:24]([C:27]2[CH:32]=[CH:31][C:30]([CH3:33])=[C:29]([C:34]([F:35])([F:36])[F:37])[CH:28]=2)(=[O:26])=[O:25])[C:17]([C:16]([C:14]2[CH:13]=[CH:12][N:11]=[C:10]([NH:9][CH2:8][CH2:7][OH:6])[CH:15]=2)=[O:39])=[N:18][CH:19]=1, predict the reactants needed to synthesize it. The reactants are: C([Si](C)(C)[O:6][CH2:7][CH2:8][NH:9][C:10]1[CH:15]=[C:14]([CH:16]([OH:39])[C:17]2[C:22]([NH:23][S:24]([C:27]3[CH:32]=[CH:31][C:30]([CH3:33])=[C:29]([C:34]([F:37])([F:36])[F:35])[CH:28]=3)(=[O:26])=[O:25])=[CH:21][C:20]([Cl:38])=[CH:19][N:18]=2)[CH:13]=[CH:12][N:11]=1)(C)(C)C. (6) Given the product [CH2:23]([O:25][C:26]([C@H:28]1[C@H:33]([N:34]([CH2:36][C:37]2[CH:38]=[CH:39][CH:40]=[CH:41][CH:42]=2)[CH3:35])[CH2:32][CH2:31][N:30]([CH2:9][CH2:8][C:5]2[CH:4]=[CH:3][C:2]([F:1])=[CH:7][CH:6]=2)[CH2:29]1)=[O:27])[CH3:24], predict the reactants needed to synthesize it. The reactants are: [F:1][C:2]1[CH:7]=[CH:6][C:5]([CH2:8][CH2:9]OS(C2C=CC(C)=CC=2)(=O)=O)=[CH:4][CH:3]=1.Cl.Cl.[CH2:23]([O:25][C:26]([C@H:28]1[C@H:33]([N:34]([CH2:36][C:37]2[CH:42]=[CH:41][CH:40]=[CH:39][CH:38]=2)[CH3:35])[CH2:32][CH2:31][NH:30][CH2:29]1)=[O:27])[CH3:24].C(=O)([O-])[O-].[K+].[K+]. (7) Given the product [CH2:13]([N:7]1[CH2:6][CH2:5][C:4]2[C:9](=[CH:10][CH:11]=[C:2]([Br:1])[CH:3]=2)[C:8]1=[O:12])[C:14]1[CH:19]=[CH:18][CH:17]=[CH:16][CH:15]=1, predict the reactants needed to synthesize it. The reactants are: [Br:1][C:2]1[CH:3]=[C:4]2[C:9](=[CH:10][CH:11]=1)[C:8](=[O:12])[NH:7][CH2:6][CH2:5]2.[CH2:13](Br)[C:14]1[CH:19]=[CH:18][CH:17]=[CH:16][CH:15]=1.[H-].[Na+].